From a dataset of Full USPTO retrosynthesis dataset with 1.9M reactions from patents (1976-2016). Predict the reactants needed to synthesize the given product. (1) Given the product [OH:16][CH2:15][C@H:14]1[O:17][C@@H:9]([N:8]2[CH:7]=[N:6][C:5]3[C:18]2=[N:19][C:2]([C:25]#[C:24][CH2:23][O:26][C:27]2[CH:32]=[CH:31][CH:30]=[CH:29][CH:28]=2)=[N:3][C:4]=3[NH:21][CH3:22])[C@H:10]([OH:11])[C@@H:12]1[OH:13], predict the reactants needed to synthesize it. The reactants are: I[C:2]1[N:19]=[C:18]2[C:5](=[N:6][CH2:7][N:8]2[C@@H:9]2[O:17][C@H:14]([CH2:15][OH:16])[C@@H:12]([OH:13])[C@H:10]2[OH:11])[C:4]([NH:21][CH3:22])(N)[N:3]=1.[CH2:23]([O:26][C:27]1[CH:32]=[CH:31][CH:30]=[CH:29][CH:28]=1)[C:24]#[CH:25].C(N(CC)CC)C. (2) The reactants are: [CH3:1][C@H:2]1[CH2:6][CH2:5][CH2:4][NH:3]1.Br[C:8]1[N:33]=[C:11]2[CH:12]=[C:13]([NH:16][C:17]([C:19]3[N:23]([CH3:24])[N:22]=[CH:21][C:20]=3[C:25]3[S:26][CH:27]=[C:28]([CH:30]([F:32])[F:31])[N:29]=3)=[O:18])[CH:14]=[CH:15][N:10]2[N:9]=1. Given the product [F:32][CH:30]([F:31])[C:28]1[N:29]=[C:25]([C:20]2[CH:21]=[N:22][N:23]([CH3:24])[C:19]=2[C:17]([NH:16][C:13]2[CH:14]=[CH:15][N:10]3[N:9]=[C:8]([N:3]4[CH2:4][CH2:5][CH2:6][C@@H:2]4[CH3:1])[N:33]=[C:11]3[CH:12]=2)=[O:18])[S:26][CH:27]=1, predict the reactants needed to synthesize it. (3) Given the product [NH2:51][C:48]1[N:49]=[CH:50][C:45]([C:2]2[N:3]=[C:4]([N:15]3[CH2:20][CH2:19][O:18][CH2:17][CH2:16]3)[C:5]3[S:10][C:9]([C:11]([NH:14][C:28](=[O:35])[C:29]4[CH:34]=[CH:33][CH:32]=[CH:31][CH:30]=4)([CH3:13])[CH3:12])=[CH:8][C:6]=3[N:7]=2)=[CH:46][N:47]=1, predict the reactants needed to synthesize it. The reactants are: Cl[C:2]1[N:3]=[C:4]([N:15]2[CH2:20][CH2:19][O:18][CH2:17][CH2:16]2)[C:5]2[S:10][C:9]([C:11]([NH2:14])([CH3:13])[CH3:12])=[CH:8][C:6]=2[N:7]=1.CCN(CC)CC.[C:28](Cl)(=[O:35])[C:29]1[CH:34]=[CH:33][CH:32]=[CH:31][CH:30]=1.CC1(C)C(C)(C)OB([C:45]2[CH:46]=[N:47][C:48]([NH2:51])=[N:49][CH:50]=2)O1.